Dataset: Peptide-MHC class I binding affinity with 185,985 pairs from IEDB/IMGT. Task: Regression. Given a peptide amino acid sequence and an MHC pseudo amino acid sequence, predict their binding affinity value. This is MHC class I binding data. (1) The peptide sequence is NMINKLYGYA. The MHC is HLA-A02:01 with pseudo-sequence HLA-A02:01. The binding affinity (normalized) is 0.586. (2) The peptide sequence is SLDSWWTSL. The MHC is HLA-A02:01 with pseudo-sequence HLA-A02:01. The binding affinity (normalized) is 0. (3) The peptide sequence is HLTWSHAGY. The MHC is HLA-B46:01 with pseudo-sequence HLA-B46:01. The binding affinity (normalized) is 0.0847. (4) The peptide sequence is LIPDGDGEV. The MHC is HLA-B15:01 with pseudo-sequence HLA-B15:01. The binding affinity (normalized) is 0.0847. (5) The peptide sequence is TLVEVTLGEV. The MHC is HLA-A02:01 with pseudo-sequence HLA-A02:01. The binding affinity (normalized) is 0.612.